This data is from Forward reaction prediction with 1.9M reactions from USPTO patents (1976-2016). The task is: Predict the product of the given reaction. The product is: [ClH:37].[NH2:7][C:8]1[C@:9]([CH3:35])([C:31]([F:34])([F:32])[F:33])[O:10][CH2:11][C@:12]([C:15]2[CH:16]=[C:17]([NH:21][C:22]([C:24]3[CH:29]=[CH:28][C:27]([Br:30])=[CH:26][N:25]=3)=[O:23])[CH:18]=[CH:19][CH:20]=2)([CH3:14])[N:13]=1. Given the reactants C(OC(=O)[NH:7][C:8]1[C@:9]([CH3:35])([C:31]([F:34])([F:33])[F:32])[O:10][CH2:11][C@:12]([C:15]2[CH:20]=[CH:19][CH:18]=[C:17]([NH:21][C:22]([C:24]3[CH:29]=[CH:28][C:27]([Br:30])=[CH:26][N:25]=3)=[O:23])[CH:16]=2)([CH3:14])[N:13]=1)(C)(C)C.[ClH:37], predict the reaction product.